This data is from Serine/threonine kinase 33 screen with 319,792 compounds. The task is: Binary Classification. Given a drug SMILES string, predict its activity (active/inactive) in a high-throughput screening assay against a specified biological target. The molecule is O=C1N(C(=O)NC1(CC(C)C)C)CC(=O)Nc1noc(c1)C. The result is 0 (inactive).